From a dataset of Forward reaction prediction with 1.9M reactions from USPTO patents (1976-2016). Predict the product of the given reaction. (1) Given the reactants [Br:1][C:2]1[CH:3]=[CH:4][C:5]([S:8](Cl)(=[O:10])=[O:9])=[N:6][CH:7]=1.[NH2:12][CH:13]1[CH2:18][CH2:17][N:16]([C:19]([O:21][C:22]([CH3:25])([CH3:24])[CH3:23])=[O:20])[CH2:15][CH2:14]1.CCN(C(C)C)C(C)C, predict the reaction product. The product is: [Br:1][C:2]1[CH:3]=[CH:4][C:5]([S:8]([NH:12][CH:13]2[CH2:14][CH2:15][N:16]([C:19]([O:21][C:22]([CH3:25])([CH3:24])[CH3:23])=[O:20])[CH2:17][CH2:18]2)(=[O:10])=[O:9])=[N:6][CH:7]=1. (2) Given the reactants C[O:2][C:3](=[O:26])[CH:4]=[CH:5][C:6]1[CH:11]=[CH:10][CH:9]=[C:8]([S:12](=[O:25])(=[O:24])[NH:13][CH2:14][C:15]2[CH:23]=[CH:22][C:18]3[O:19][CH2:20][O:21][C:17]=3[CH:16]=2)[CH:7]=1.CO, predict the reaction product. The product is: [O:19]1[C:18]2[CH:22]=[CH:23][C:15]([CH2:14][NH:13][S:12]([C:8]3[CH:7]=[C:6]([CH:5]=[CH:4][C:3]([OH:26])=[O:2])[CH:11]=[CH:10][CH:9]=3)(=[O:25])=[O:24])=[CH:16][C:17]=2[O:21][CH2:20]1. (3) Given the reactants [O:1]=[C:2]1[CH2:11][CH2:10][CH2:9][C:8]2[C:7]([C:12]3[CH:19]=[CH:18][C:15]([C:16]#[N:17])=[C:14]([NH:20][CH:21]4[CH2:26][CH2:25][O:24][CH2:23][CH2:22]4)[CH:13]=3)=[CH:6][CH:5]=[CH:4][C:3]1=2.C([OH:29])C.CS(C)=O, predict the reaction product. The product is: [O:1]=[C:2]1[CH2:11][CH2:10][CH2:9][C:8]2[C:7]([C:12]3[CH:19]=[CH:18][C:15]([C:16]([NH2:17])=[O:29])=[C:14]([NH:20][CH:21]4[CH2:22][CH2:23][O:24][CH2:25][CH2:26]4)[CH:13]=3)=[CH:6][CH:5]=[CH:4][C:3]1=2. (4) The product is: [F:36][C:37]1[CH:45]=[CH:44][CH:43]=[C:42]2[C:38]=1[CH:39]=[C:40]([C:2]1[C:7](=[O:8])[N:6]([CH3:9])[CH:5]=[C:4]([C:10]3[C:11]([N:30]([CH3:35])[S:31]([CH3:34])(=[O:33])=[O:32])=[CH:12][C:13]4[O:17][C:16]([C:18]5[CH:23]=[CH:22][C:21]([F:24])=[CH:20][CH:19]=5)=[C:15]([C:25]([NH:27][CH3:28])=[O:26])[C:14]=4[CH:29]=3)[CH:3]=1)[NH:41]2. Given the reactants Br[C:2]1[C:7](=[O:8])[N:6]([CH3:9])[CH:5]=[C:4]([C:10]2[C:11]([N:30]([CH3:35])[S:31]([CH3:34])(=[O:33])=[O:32])=[CH:12][C:13]3[O:17][C:16]([C:18]4[CH:23]=[CH:22][C:21]([F:24])=[CH:20][CH:19]=4)=[C:15]([C:25]([NH:27][CH3:28])=[O:26])[C:14]=3[CH:29]=2)[CH:3]=1.[F:36][C:37]1[CH:45]=[CH:44][CH:43]=[C:42]2[C:38]=1[CH:39]=[C:40](B1OC(C)(C)C(C)(C)O1)[NH:41]2, predict the reaction product.